From a dataset of Reaction yield outcomes from USPTO patents with 853,638 reactions. Predict the reaction yield, written as a fraction of the theoretical maximum amount of product (1.0 means a 100% yield; for example, 0.34 means a 34% yield). (1) The reactants are [CH2:1]([C:3]1[CH:4]=[C:5]([CH2:9][C:10]([C:12]2[CH:17]=[CH:16][CH:15]=[CH:14][CH:13]=2)=O)[CH:6]=[CH:7][CH:8]=1)[CH3:2].[CH2:18]([O:20][C:21]1[CH:22]=[C:23]([CH:26]=[C:27]([N+:30]([O-:32])=[O:31])[C:28]=1[OH:29])[CH:24]=O)[CH3:19].[NH2:33][C:34]([NH2:36])=[O:35].Cl. The catalyst is C(O)C. The product is [CH2:18]([O:20][C:21]1[CH:22]=[C:23]([CH:24]2[C:9]([C:5]3[CH:6]=[CH:7][CH:8]=[C:3]([CH2:1][CH3:2])[CH:4]=3)=[C:10]([C:12]3[CH:17]=[CH:16][CH:15]=[CH:14][CH:13]=3)[NH:36][C:34](=[O:35])[NH:33]2)[CH:26]=[C:27]([N+:30]([O-:32])=[O:31])[C:28]=1[OH:29])[CH3:19]. The yield is 0.250. (2) The reactants are C(OC([NH:8][C:9]1[N:14]=[CH:13][C:12]([C:15]2[CH2:16][CH2:17][N:18](C(OC(C)(C)C)=O)[CH2:19][CH:20]=2)=[CH:11][C:10]=1[C:28]1[O:29][C:30]([C:33]2[CH:38]=[CH:37][CH:36]=[CH:35][CH:34]=2)=[N:31][N:32]=1)=O)(C)(C)C.C(O)(C(F)(F)F)=O.C(N(CC)CC)C.[CH2:53]([S:55](Cl)(=[O:57])=[O:56])[CH3:54]. The catalyst is C(Cl)Cl. The product is [CH2:53]([S:55]([N:18]1[CH2:19][CH:20]=[C:15]([C:12]2[CH:11]=[C:10]([C:28]3[O:29][C:30]([C:33]4[CH:34]=[CH:35][CH:36]=[CH:37][CH:38]=4)=[N:31][N:32]=3)[C:9]([NH2:8])=[N:14][CH:13]=2)[CH2:16][CH2:17]1)(=[O:57])=[O:56])[CH3:54]. The yield is 0.420. (3) The reactants are [Cl:1][C:2]1[C:10]([C:11]2[CH:12]=[CH:13][C:14]([NH2:17])=[N:15][CH:16]=2)=[CH:9][C:5]2[O:6][CH2:7][CH2:8][C:4]=2[CH:3]=1.[F:18][C:19]1[CH:27]=[CH:26][CH:25]=[C:24]([F:28])[C:20]=1[C:21](Cl)=[O:22].CCN(C(C)C)C(C)C.C([O-])(O)=O.[Na+].C(Cl)Cl. The catalyst is C(Cl)Cl. The product is [F:18][C:19]1[CH:27]=[CH:26][CH:25]=[C:24]([F:28])[C:20]=1[C:21]([NH:17][C:14]1[CH:13]=[CH:12][C:11]([C:10]2[C:2]([Cl:1])=[CH:3][C:4]3[CH2:8][CH2:7][O:6][C:5]=3[CH:9]=2)=[CH:16][N:15]=1)=[O:22]. The yield is 0.601. (4) No catalyst specified. The product is [Cl:29][C:24]1[C:23]([F:30])=[C:22]([NH:21][C:9]2[C:8]3[C:13](=[CH:14][C:15]([O:16][CH2:17][CH2:18][O:19][CH3:20])=[C:6]([O:5][CH:3]4[CH2:2][N:1]([C:36](=[O:35])[CH:45]=[CH2:44])[CH2:4]4)[CH:7]=3)[N:12]=[CH:11][N:10]=2)[CH:27]=[CH:26][C:25]=1[F:28]. The yield is 0.500. The reactants are [NH:1]1[CH2:4][CH:3]([O:5][C:6]2[CH:7]=[C:8]3[C:13](=[CH:14][C:15]=2[O:16][CH2:17][CH2:18][O:19][CH3:20])[N:12]=[CH:11][N:10]=[C:9]3[NH:21][C:22]2[CH:27]=[CH:26][C:25]([F:28])=[C:24]([Cl:29])[C:23]=2[F:30])[CH2:2]1.N1CC([O:35][C:36]2C=C3C(=[CH:44][C:45]=2O)N=CN=C3NC2C=CC(F)=C(Cl)C=2F)C1. (5) The reactants are [Cl:1][CH2:2][CH2:3][CH2:4][OH:5].[CH2:6]([N:8]([CH3:10])[CH3:9])[CH3:7].C. The catalyst is CO. The product is [Cl-:1].[CH2:6]([N+:8]([CH2:2][CH2:3][CH2:4][OH:5])([CH3:10])[CH3:9])[CH3:7]. The yield is 0.900.